This data is from Forward reaction prediction with 1.9M reactions from USPTO patents (1976-2016). The task is: Predict the product of the given reaction. The product is: [Br:1][C:2]1[C:3]([Cl:20])=[C:4]([CH:16]=[CH:17][C:18]=1[B:29]1[O:33][C:32]([CH3:35])([CH3:34])[C:31]([CH3:37])([CH3:36])[O:30]1)[O:5][Si:6]([CH:13]([CH3:15])[CH3:14])([CH:10]([CH3:12])[CH3:11])[CH:7]([CH3:9])[CH3:8]. Given the reactants [Br:1][C:2]1[C:3]([Cl:20])=[C:4]([CH:16]=[CH:17][C:18]=1I)[O:5][Si:6]([CH:13]([CH3:15])[CH3:14])([CH:10]([CH3:12])[CH3:11])[CH:7]([CH3:9])[CH3:8].C([Mg]Cl)C.C(O[B:29]1[O:33][C:32]([CH3:35])([CH3:34])[C:31]([CH3:37])([CH3:36])[O:30]1)(C)C, predict the reaction product.